This data is from Full USPTO retrosynthesis dataset with 1.9M reactions from patents (1976-2016). The task is: Predict the reactants needed to synthesize the given product. (1) Given the product [NH2:26][C:24]1[CH:23]=[CH:22][C:19]2[C:20](=[O:21])[C:14]3[CH:13]=[CH:12][C:11]([N:6]4[CH:10]=[N:9][N:8]=[N:7]4)=[CH:29][C:15]=3[O:16][CH2:17][C:18]=2[CH:25]=1, predict the reactants needed to synthesize it. The reactants are: O.O.[Sn](Cl)Cl.[N:6]1([C:11]2[CH:12]=[CH:13][C:14]3[C:20](=[O:21])[C:19]4[CH:22]=[CH:23][C:24]([N+:26]([O-])=O)=[CH:25][C:18]=4[CH2:17][O:16][C:15]=3[CH:29]=2)[CH:10]=[N:9][N:8]=[N:7]1. (2) Given the product [F:9][C:8]([F:11])([F:10])[C:7]1[C:2]([C:20]2[CH2:25][CH2:24][N:23]([C:26]([O:28][C:29]([CH3:32])([CH3:31])[CH3:30])=[O:27])[CH2:22][CH:21]=2)=[N:3][CH:4]=[CH:5][CH:6]=1, predict the reactants needed to synthesize it. The reactants are: Cl[C:2]1[C:7]([C:8]([F:11])([F:10])[F:9])=[CH:6][CH:5]=[CH:4][N:3]=1.CC1(C)C(C)(C)OB([C:20]2[CH2:25][CH2:24][N:23]([C:26]([O:28][C:29]([CH3:32])([CH3:31])[CH3:30])=[O:27])[CH2:22][CH:21]=2)O1.C1(P(C2CCCCC2)C2CCCCC2)CCCCC1.CC([O-])(C)C.[Na+]. (3) Given the product [CH:3]1[C:12]2[C:7](=[CH:8][CH:9]=[CH:10][CH:11]=2)[CH:6]=[CH:5][C:4]=1[S:13]([N:16]1[CH2:21][CH2:20][N:19]([C:26]2[N:27]=[CH:28][C:29]([C:32]([O:34][CH2:35][CH3:36])=[O:33])=[CH:30][N:31]=2)[CH2:18][CH2:17]1)(=[O:15])=[O:14], predict the reactants needed to synthesize it. The reactants are: [H-].[Na+].[CH:3]1[C:12]2[C:7](=[CH:8][CH:9]=[CH:10][CH:11]=2)[CH:6]=[CH:5][C:4]=1[S:13]([N:16]1[CH2:21][CH2:20][NH:19][CH2:18][CH2:17]1)(=[O:15])=[O:14].CS([C:26]1[N:31]=[CH:30][C:29]([C:32]([O:34][CH2:35][CH3:36])=[O:33])=[CH:28][N:27]=1)(=O)=O.O. (4) Given the product [C:1]([O:5][C:6]([N:8]1[CH2:14][CH2:13][CH2:12][N:11]([C:15]([C:17]2[CH:18]=[C:19]3[C:23](=[CH:24][CH:25]=2)[N:22]([CH:26]([CH3:27])[CH3:28])[C:21]([C:29]([N:40]2[CH2:39][CH2:38][N:37]([C:35]([O:34][CH2:32][CH3:33])=[O:36])[CH2:42][CH2:41]2)=[O:31])=[CH:20]3)=[O:16])[CH2:10][CH2:9]1)=[O:7])([CH3:3])([CH3:2])[CH3:4], predict the reactants needed to synthesize it. The reactants are: [C:1]([O:5][C:6]([N:8]1[CH2:14][CH2:13][CH2:12][N:11]([C:15]([C:17]2[CH:18]=[C:19]3[C:23](=[CH:24][CH:25]=2)[N:22]([CH:26]([CH3:28])[CH3:27])[C:21]([C:29]([OH:31])=O)=[CH:20]3)=[O:16])[CH2:10][CH2:9]1)=[O:7])([CH3:4])([CH3:3])[CH3:2].[CH2:32]([O:34][C:35]([N:37]1[CH2:42][CH2:41][NH:40][CH2:39][CH2:38]1)=[O:36])[CH3:33].ON1C2C=CC=CC=2N=N1.Cl.CN(C)CCCN=C=NCC. (5) Given the product [Cl:1][C:2]1[N:10]=[C:9]2[C:5]([N:6]=[CH:7][N:8]2[CH:11]2[CH2:15][CH2:14][S:13][CH2:12]2)=[C:4]([NH:17][C:18]2[CH:19]=[CH:20][C:21]([C:22]([O:24][CH2:25][CH3:26])=[O:23])=[CH:27][CH:28]=2)[N:3]=1, predict the reactants needed to synthesize it. The reactants are: [Cl:1][C:2]1[N:10]=[C:9]2[C:5]([N:6]=[CH:7][N:8]2[CH:11]2[CH2:15][CH2:14][S:13][CH2:12]2)=[C:4](Cl)[N:3]=1.[NH2:17][C:18]1[CH:28]=[CH:27][C:21]([C:22]([O:24][CH2:25][CH3:26])=[O:23])=[CH:20][CH:19]=1. (6) The reactants are: [NH2:1][CH2:2][C:3]1[CH:4]=[CH:5][C:6]2[S:11][C:10]3[N:12]=[CH:13][CH:14]=[N:15][C:9]=3[NH:8][C:7]=2[CH:16]=1.[O-:17][C:18]#[N:19].[K+]. Given the product [N:15]1[C:9]2[NH:8][C:7]3[CH:16]=[C:3]([CH2:2][NH:1][C:18]([NH2:19])=[O:17])[CH:4]=[CH:5][C:6]=3[S:11][C:10]=2[N:12]=[CH:13][CH:14]=1, predict the reactants needed to synthesize it.